This data is from Full USPTO retrosynthesis dataset with 1.9M reactions from patents (1976-2016). The task is: Predict the reactants needed to synthesize the given product. (1) The reactants are: [F:1][C:2]1[C:7]([F:8])=[CH:6][CH:5]=[CH:4][C:3]=1[C:9]1[N:17]=[C:12]2[CH:13]=[N:14][NH:15][CH:16]=[C:11]2[N:10]=1.Cl[CH2:19][C:20]1[O:24][N:23]=[C:22]([C:25]2[CH:30]=[CH:29][C:28]([CH2:31][CH2:32][CH3:33])=[CH:27][CH:26]=2)[CH:21]=1. Given the product [F:1][C:2]1[C:7]([F:8])=[CH:6][CH:5]=[CH:4][C:3]=1[C:9]1[N:17]=[C:12]2[CH:13]=[N:14][N:15]([CH2:19][C:20]3[O:24][N:23]=[C:22]([C:25]4[CH:30]=[CH:29][C:28]([CH2:31][CH2:32][CH3:33])=[CH:27][CH:26]=4)[CH:21]=3)[CH:16]=[C:11]2[N:10]=1, predict the reactants needed to synthesize it. (2) Given the product [CH2:38]([NH:40][C:41]([N:43]1[C:51]2[C:46](=[CH:47][C:48]([O:52][C:53]3[CH:58]=[CH:57][N:56]=[C:55]([NH:59][C:60]([N:62]4[CH2:67][CH2:66][CH2:65][CH2:64][CH2:63]4)=[O:61])[CH:54]=3)=[CH:49][CH:50]=2)[CH:45]=[CH:44]1)=[O:42])[CH3:39], predict the reactants needed to synthesize it. The reactants are: N1CCCCC1.C(NC(N1C2C(=CC(OC3C=CN=C(NC(=O)OC4C=CC=CC=4)C=3)=CC=2)C=C1)=O)C.[CH2:38]([NH:40][C:41]([N:43]1[C:51]2[C:46](=[CH:47][C:48]([O:52][C:53]3[CH:58]=[CH:57][N:56]=[C:55]([NH:59][C:60]([N:62]4[CH2:67][CH2:66][CH:65](N5CCCC5)[CH2:64][CH2:63]4)=[O:61])[CH:54]=3)=[CH:49][CH:50]=2)[CH:45]=[CH:44]1)=[O:42])[CH3:39]. (3) Given the product [CH:26]1([CH2:29][NH:30][C:19]([C:18]([NH:17][C:15]([C:7]2[CH:6]=[CH:5][C:4]([CH:1]3[CH2:2][CH2:3]3)=[C:9]([O:10][CH2:11][CH:12]3[CH2:13][CH2:14]3)[N:8]=2)=[O:16])([CH2:22][CH3:23])[CH2:24][CH3:25])=[O:20])[CH2:28][CH2:27]1, predict the reactants needed to synthesize it. The reactants are: [CH:1]1([C:4]2[CH:5]=[CH:6][C:7]([C:15]([NH:17][C:18]([CH2:24][CH3:25])([CH2:22][CH3:23])[C:19](O)=[O:20])=[O:16])=[N:8][C:9]=2[O:10][CH2:11][CH:12]2[CH2:14][CH2:13]2)[CH2:3][CH2:2]1.[CH:26]1([CH2:29][NH2:30])[CH2:28][CH2:27]1. (4) Given the product [CH2:1]([O:3][C:4]([C:6]12[CH2:8][CH:7]1[CH:9]=[CH:37][CH2:36][CH2:35][CH2:34][CH2:33][N:31]([CH3:32])[C:30](=[O:39])[CH:15]1[CH:14]([CH2:18][CH:17]([O:19][C:20]3[CH:25]=[C:24]([O:26][CH3:27])[N:23]=[C:22]([O:28][CH3:29])[N:21]=3)[CH2:16]1)[C:12](=[O:13])[NH:11]2)=[O:5])[CH3:2], predict the reactants needed to synthesize it. The reactants are: [CH2:1]([O:3][C:4]([C:6]1([NH:11][C:12]([CH:14]2[CH2:18][CH:17]([O:19][C:20]3[CH:25]=[C:24]([O:26][CH3:27])[N:23]=[C:22]([O:28][CH3:29])[N:21]=3)[CH2:16][CH:15]2[C:30](=[O:39])[N:31]([CH2:33][CH2:34][CH2:35][CH2:36][CH:37]=C)[CH3:32])=[O:13])[CH2:8][CH:7]1[CH:9]=C)=[O:5])[CH3:2]. (5) Given the product [Cl:14][C:15]1[CH:31]=[C:30]([Cl:32])[CH:29]=[CH:28][C:16]=1[CH2:17][NH:18][C:19](=[O:27])[C:20]1[CH:25]=[CH:24][C:23]([O:11][C:8]2[CH:9]=[CH:10][C:5]([S:2]([CH3:1])(=[O:3])=[O:4])=[CH:6][CH:7]=2)=[N:22][CH:21]=1, predict the reactants needed to synthesize it. The reactants are: [CH3:1][S:2]([C:5]1[CH:10]=[CH:9][C:8]([OH:11])=[CH:7][CH:6]=1)(=[O:4])=[O:3].[H-].[Na+].[Cl:14][C:15]1[CH:31]=[C:30]([Cl:32])[CH:29]=[CH:28][C:16]=1[CH2:17][NH:18][C:19](=[O:27])[C:20]1[CH:25]=[CH:24][C:23](F)=[N:22][CH:21]=1. (6) Given the product [ClH:52].[ClH:52].[ClH:52].[CH2:1]([CH:3]1[C:11]2[C:10]([N:12]3[CH2:17][CH2:16][CH:15]([C:18]4[N:19]([CH2:34][C@@H:35]5[CH2:40][CH2:39][CH2:38][CH2:37][NH:36]5)[CH:20]=[C:21]([C:23]5[CH:28]=[CH:27][C:26]([F:29])=[C:25]([C:30]([F:32])([F:31])[F:33])[CH:24]=5)[N:22]=4)[CH2:14][CH2:13]3)=[N:9][CH:8]=[N:7][C:6]=2[NH:5][C:4]1=[O:51])[CH3:2], predict the reactants needed to synthesize it. The reactants are: [CH2:1]([CH:3]1[C:11]2[C:10]([N:12]3[CH2:17][CH2:16][CH:15]([C:18]4[N:19]([CH2:34][C@@H:35]5[CH2:40][CH2:39][CH2:38][CH2:37][N:36]5C(OCC5C=CC=CC=5)=O)[CH:20]=[C:21]([C:23]5[CH:28]=[CH:27][C:26]([F:29])=[C:25]([C:30]([F:33])([F:32])[F:31])[CH:24]=5)[N:22]=4)[CH2:14][CH2:13]3)=[N:9][CH:8]=[N:7][C:6]=2[NH:5][C:4]1=[O:51])[CH3:2].[ClH:52].